This data is from Full USPTO retrosynthesis dataset with 1.9M reactions from patents (1976-2016). The task is: Predict the reactants needed to synthesize the given product. (1) Given the product [NH2:42][C:37]1[CH:38]=[N:39][N:40]([CH3:41])[C:36]=1[N:24]1[CH2:23][CH:22]([O:21][CH3:20])[CH2:28][N:27]([C:29]([O:31][C:32]([CH3:34])([CH3:33])[CH3:35])=[O:30])[CH2:26][CH2:25]1, predict the reactants needed to synthesize it. The reactants are: [N+](C1C=NNC=1N1CC=C(O[Si](C)(C)C)CC1)([O-])=O.[CH3:20][O:21][CH:22]1[CH2:28][N:27]([C:29]([O:31][C:32]([CH3:35])([CH3:34])[CH3:33])=[O:30])[CH2:26][CH2:25][N:24]([C:36]2[N:40]([CH3:41])[N:39]=[CH:38][C:37]=2[N+:42]([O-])=O)[CH2:23]1. (2) Given the product [N:19]1([C:25]([NH:1][CH2:2][CH2:3][NH:4][C:5](=[O:11])[O:6][C:7]([CH3:8])([CH3:10])[CH3:9])=[O:26])[CH2:24][CH2:23][O:22][CH2:21][CH2:20]1, predict the reactants needed to synthesize it. The reactants are: [NH2:1][CH2:2][CH2:3][NH:4][C:5](=[O:11])[O:6][C:7]([CH3:10])([CH3:9])[CH3:8].C(N(CC)CC)C.[N:19]1([C:25](Cl)=[O:26])[CH2:24][CH2:23][O:22][CH2:21][CH2:20]1. (3) Given the product [C:28]([C:15]1[CH:16]=[C:17]([CH2:20][C:21]([OH:23])=[O:22])[CH:18]=[CH:19][C:14]=1[O:13][C:12]1[CH:30]=[CH:31][C:9]([C:7](=[O:8])[NH:6][CH2:5][CH2:4][C:3]2[C:2]([Cl:1])=[CH:35][CH:34]=[CH:33][C:32]=2[Cl:36])=[CH:10][CH:11]=1)#[N:29], predict the reactants needed to synthesize it. The reactants are: [Cl:1][C:2]1[CH:35]=[CH:34][CH:33]=[C:32]([Cl:36])[C:3]=1[CH2:4][CH2:5][NH:6][C:7]([C:9]1[CH:31]=[CH:30][C:12]([O:13][C:14]2[CH:19]=[CH:18][C:17]([CH2:20][C:21]([O:23]CCCC)=[O:22])=[CH:16][C:15]=2[C:28]#[N:29])=[CH:11][CH:10]=1)=[O:8].C(O)(C(F)(F)F)=O. (4) Given the product [CH:1]([C:2]1[Se:6][C:5]([C:7]([O:9][CH3:10])=[O:8])=[CH:4][CH:3]=1)=[O:12], predict the reactants needed to synthesize it. The reactants are: [CH3:1][C:2]1[Se:6][C:5]([C:7]([O:9][CH3:10])=[O:8])=[CH:4][CH:3]=1.[Se](=O)=[O:12].O. (5) Given the product [CH2:3]([O:5][C:6](=[O:28])[CH2:7][C:8]1[CH:9]=[N:10][CH:11]=[C:12]([C:14]2[CH:19]=[CH:18][C:17]([C:20]([F:22])([F:21])[F:23])=[CH:16][C:15]=2[CH2:24][N:25]([CH2:26][CH3:27])[C:29](=[O:39])[CH2:30][CH2:31][C:32]2[CH:33]=[CH:34][CH:35]=[CH:36][CH:37]=2)[CH:13]=1)[CH3:4], predict the reactants needed to synthesize it. The reactants are: Cl.Cl.[CH2:3]([O:5][C:6](=[O:28])[CH2:7][C:8]1[CH:9]=[N:10][CH:11]=[C:12]([C:14]2[CH:19]=[CH:18][C:17]([C:20]([F:23])([F:22])[F:21])=[CH:16][C:15]=2[CH2:24][NH:25][CH2:26][CH3:27])[CH:13]=1)[CH3:4].[C:29]([OH:39])(=O)[CH2:30][CH2:31][C:32]1[CH:37]=[CH:36][CH:35]=[CH:34][CH:33]=1. (6) Given the product [Cl:1][C:2]1[C:24]([O:25][CH2:26][CH3:27])=[CH:23][C:5]([CH2:6][N:7]2[CH2:8][CH2:9][CH:10]([NH:13][C:14]3[CH:22]=[CH:21][C:17]([C:18]([NH:31][CH2:32][CH2:33][OH:34])=[O:20])=[CH:16][N:15]=3)[CH2:11][CH2:12]2)=[CH:4][C:3]=1[O:28][CH2:29][CH3:30], predict the reactants needed to synthesize it. The reactants are: [Cl:1][C:2]1[C:24]([O:25][CH2:26][CH3:27])=[CH:23][C:5]([CH2:6][N:7]2[CH2:12][CH2:11][CH:10]([NH:13][C:14]3[CH:22]=[CH:21][C:17]([C:18]([OH:20])=O)=[CH:16][N:15]=3)[CH2:9][CH2:8]2)=[CH:4][C:3]=1[O:28][CH2:29][CH3:30].[NH2:31][CH2:32][CH2:33][OH:34].C(N(C(C)C)C(C)C)C.CN(C(ON1N=NC2C=CC=NC1=2)=[N+](C)C)C.F[P-](F)(F)(F)(F)F.